This data is from Peptide-MHC class I binding affinity with 185,985 pairs from IEDB/IMGT. The task is: Regression. Given a peptide amino acid sequence and an MHC pseudo amino acid sequence, predict their binding affinity value. This is MHC class I binding data. (1) The peptide sequence is RQFPTAFNF. The MHC is Mamu-B3901 with pseudo-sequence Mamu-B3901. The binding affinity (normalized) is 0.480. (2) The peptide sequence is LARASFIEV. The MHC is HLA-A30:01 with pseudo-sequence HLA-A30:01. The binding affinity (normalized) is 0.550. (3) The peptide sequence is AITPTIEDDK. The MHC is HLA-A11:01 with pseudo-sequence HLA-A11:01. The binding affinity (normalized) is 0.561.